Task: Predict the reactants needed to synthesize the given product.. Dataset: Full USPTO retrosynthesis dataset with 1.9M reactions from patents (1976-2016) Given the product [C:32]([O:2][C:3]1[C:12]([CH3:13])=[C:11]2[C:6]([C:7](=[O:20])[C:8]([CH3:19])=[C:9]([C@H:14]3[CH2:18][CH2:17][CH2:16][N:15]3[CH2:22][CH3:28])[O:10]2)=[CH:5][CH:4]=1)(=[O:34])[CH3:33], predict the reactants needed to synthesize it. The reactants are: Cl.[OH:2][C:3]1[C:12]([CH3:13])=[C:11]2[C:6]([C:7](=[O:20])[C:8]([CH3:19])=[C:9]([C@H:14]3[CH2:18][CH2:17][CH2:16][NH:15]3)[O:10]2)=[CH:5][CH:4]=1.N1C(C)=CC=C[C:22]=1[CH3:28].ICC.[C:32](Cl)(=[O:34])[CH3:33].